Dataset: Forward reaction prediction with 1.9M reactions from USPTO patents (1976-2016). Task: Predict the product of the given reaction. (1) Given the reactants O=[C:2]1[O:7][C:6]([C:8]2[CH:13]=[CH:12][CH:11]=[CH:10][C:9]=2[O:14]C(=O)C)=[N:5][C:4]2[CH:18]=[CH:19][CH:20]=[CH:21][C:3]1=2.[Cl:22][C:23]1[CH:24]=[C:25]([CH2:29][CH2:30][NH2:31])[CH:26]=[CH:27][CH:28]=1, predict the reaction product. The product is: [Cl:22][C:23]1[CH:24]=[C:25]([CH2:29][CH2:30][N:31]2[C:2](=[O:7])[C:3]3[C:4](=[CH:18][CH:19]=[CH:20][CH:21]=3)[N:5]=[C:6]2[C:8]2[CH:13]=[CH:12][CH:11]=[CH:10][C:9]=2[OH:14])[CH:26]=[CH:27][CH:28]=1. (2) Given the reactants [C:1]([O:4][CH:5]1[CH2:26][NH:25][C:8]2=[N:9][C:10]([C:19]3[CH:24]=[CH:23][CH:22]=[CH:21][CH:20]=3)=[C:11]([C:13]3[CH:18]=[CH:17][CH:16]=[CH:15][CH:14]=3)[N:12]=[C:7]2[CH:6]1[O:27][C:28](=[O:30])[CH3:29])(=[O:3])[CH3:2].O=[CH:32][CH2:33][CH2:34][CH2:35][CH2:36][CH2:37][C:38]([O:40][CH2:41][CH3:42])=[O:39].C(O[BH-](OC(=O)C)OC(=O)C)(=O)C.[Na+], predict the reaction product. The product is: [C:1]([O:4][CH:5]1[CH2:26][N:25]([CH2:32][CH2:33][CH2:34][CH2:35][CH2:36][CH2:37][C:38]([O:40][CH2:41][CH3:42])=[O:39])[C:8]2=[N:9][C:10]([C:19]3[CH:20]=[CH:21][CH:22]=[CH:23][CH:24]=3)=[C:11]([C:13]3[CH:14]=[CH:15][CH:16]=[CH:17][CH:18]=3)[N:12]=[C:7]2[CH:6]1[O:27][C:28](=[O:30])[CH3:29])(=[O:3])[CH3:2]. (3) Given the reactants Cl[C:2]1[N:7]=[CH:6][N:5]=[C:4]([NH:8][C:9]2[CH:14]=[CH:13][CH:12]=[C:11]([CH2:15][S:16]([CH3:19])(=[O:18])=[O:17])[CH:10]=2)[N:3]=1.[F:20][C:21]([F:34])([F:33])[CH2:22][O:23][C:24]1[CH:29]=[CH:28][CH:27]=[CH:26][C:25]=1B(O)O, predict the reaction product. The product is: [CH3:19][S:16]([CH2:15][C:11]1[CH:10]=[C:9]([NH:8][C:4]2[N:3]=[C:2]([C:25]3[CH:26]=[CH:27][CH:28]=[CH:29][C:24]=3[O:23][CH2:22][C:21]([F:20])([F:34])[F:33])[N:7]=[CH:6][N:5]=2)[CH:14]=[CH:13][CH:12]=1)(=[O:18])=[O:17]. (4) The product is: [C:28]([O:32][C:33]([N:35]1[CH2:40][CH2:39][N:38]([CH:24]([C:21]2[CH:22]=[CH:23][C:18]([C:16](=[O:17])[CH2:15][N:12]3[C:11](=[O:27])[CH:10]=[C:9]([O:8][CH2:1][C:2]4[CH:7]=[CH:6][CH:5]=[CH:4][CH:3]=4)[CH:14]=[N:13]3)=[CH:19][CH:20]=2)[CH3:25])[CH2:37][CH2:36]1)=[O:34])([CH3:31])([CH3:29])[CH3:30]. Given the reactants [CH2:1]([O:8][C:9]1[CH:14]=[N:13][N:12]([CH2:15][C:16]([C:18]2[CH:23]=[CH:22][C:21]([CH:24](Br)[CH3:25])=[CH:20][CH:19]=2)=[O:17])[C:11](=[O:27])[CH:10]=1)[C:2]1[CH:7]=[CH:6][CH:5]=[CH:4][CH:3]=1.[C:28]([O:32][C:33]([N:35]1[CH2:40][CH2:39][NH:38][CH2:37][CH2:36]1)=[O:34])([CH3:31])([CH3:30])[CH3:29], predict the reaction product. (5) Given the reactants [CH2:1]([OH:13])[CH2:2][CH2:3][CH2:4][CH2:5][CH2:6][CH2:7][CH2:8][CH2:9][CH2:10][CH2:11][CH3:12].[C:14]1(=[O:20])[O:19][C:17](=[O:18])[CH2:16][CH2:15]1, predict the reaction product. The product is: [CH2:1]([O:13][C:14](=[O:20])[CH2:15][CH2:16][C:17]([OH:19])=[O:18])[CH2:2][CH2:3][CH2:4][CH2:5][CH2:6][CH2:7][CH2:8][CH2:9][CH2:10][CH2:11][CH3:12]. (6) Given the reactants [F:1][C:2]1[CH:7]=[CH:6][C:5]([C:8](=[O:15])[CH2:9][C:10]([O:12][CH2:13][CH3:14])=[O:11])=[CH:4][CH:3]=1.[F:16][C:17]1[CH:24]=[CH:23][C:20]([CH2:21]Br)=[CH:19][CH:18]=1.C(=O)([O-])[O-].[K+].[K+], predict the reaction product. The product is: [F:16][C:17]1[CH:24]=[CH:23][C:20]([CH2:21][CH:9]([C:8]([C:5]2[CH:4]=[CH:3][C:2]([F:1])=[CH:7][CH:6]=2)=[O:15])[C:10]([O:12][CH2:13][CH3:14])=[O:11])=[CH:19][CH:18]=1. (7) Given the reactants [F:1][C:2]1[CH:11]=[CH:10][C:5]([C:6]([O:8][CH3:9])=[O:7])=[C:4]([CH3:12])[C:3]=1[N+:13]([O-])=O, predict the reaction product. The product is: [NH2:13][C:3]1[C:4]([CH3:12])=[C:5]([CH:10]=[CH:11][C:2]=1[F:1])[C:6]([O:8][CH3:9])=[O:7]. (8) Given the reactants Br[C:2]1[CH:7]=[CH:6][CH:5]=[CH:4][C:3]=1[O:8][C:9]1[CH:14]=[CH:13][CH:12]=[CH:11][CH:10]=1.[NH:15]1[CH2:20][CH2:19][NH:18][CH2:17][CH2:16]1.CC([O-])(C)C.[Na+], predict the reaction product. The product is: [O:8]([C:3]1[CH:4]=[CH:5][CH:6]=[CH:7][C:2]=1[N:15]1[CH2:20][CH2:19][NH:18][CH2:17][CH2:16]1)[C:9]1[CH:14]=[CH:13][CH:12]=[CH:11][CH:10]=1. (9) The product is: [C:12]([C:16]1[CH:21]=[CH:20][C:19]([NH:1][C:2]2[CH:3]=[CH:4][CH:5]=[C:6]3[C:11]=2[N:10]=[CH:9][CH:8]=[CH:7]3)=[CH:18][CH:17]=1)([CH3:15])([CH3:14])[CH3:13]. Given the reactants [NH2:1][C:2]1[CH:3]=[CH:4][CH:5]=[C:6]2[C:11]=1[N:10]=[CH:9][CH:8]=[CH:7]2.[C:12]([C:16]1[CH:21]=[CH:20][C:19](Br)=[CH:18][CH:17]=1)([CH3:15])([CH3:14])[CH3:13].CC(C)([O-])C.[Na+], predict the reaction product. (10) Given the reactants [OH-].[Na+].[CH2:3]([NH:10][C:11](=[O:34])[N:12]([C:14]1[CH:15]=[C:16]([C:20]2[CH:25]=[CH:24][C:23](/[CH:26]=[C:27](\[CH3:33])/[C:28]([O:30]CC)=[O:29])=[CH:22][CH:21]=2)[CH:17]=[CH:18][CH:19]=1)[CH3:13])[CH2:4][CH2:5][CH2:6][CH2:7][CH2:8][CH3:9].O1CCCC1.CO.O, predict the reaction product. The product is: [CH2:3]([NH:10][C:11](=[O:34])[N:12]([C:14]1[CH:15]=[C:16]([C:20]2[CH:25]=[CH:24][C:23](/[CH:26]=[C:27](\[CH3:33])/[C:28]([OH:30])=[O:29])=[CH:22][CH:21]=2)[CH:17]=[CH:18][CH:19]=1)[CH3:13])[CH2:4][CH2:5][CH2:6][CH2:7][CH2:8][CH3:9].